This data is from Peptide-MHC class I binding affinity with 185,985 pairs from IEDB/IMGT. The task is: Regression. Given a peptide amino acid sequence and an MHC pseudo amino acid sequence, predict their binding affinity value. This is MHC class I binding data. (1) The peptide sequence is KFNPMKTYI. The MHC is Mamu-B08 with pseudo-sequence Mamu-B08. The binding affinity (normalized) is 0. (2) The peptide sequence is TTQIIKLLPFA. The MHC is HLA-A02:02 with pseudo-sequence HLA-A02:02. The binding affinity (normalized) is 0.289. (3) The peptide sequence is IWPKSHTLW. The MHC is HLA-A24:02 with pseudo-sequence HLA-A24:02. The binding affinity (normalized) is 0.467. (4) The peptide sequence is EVDPIGHLY. The MHC is HLA-A30:01 with pseudo-sequence HLA-A30:01. The binding affinity (normalized) is 0. (5) The peptide sequence is VELQIGWTV. The MHC is HLA-B27:05 with pseudo-sequence HLA-B27:05. The binding affinity (normalized) is 0.0847.